From a dataset of Retrosynthesis with 50K atom-mapped reactions and 10 reaction types from USPTO. Predict the reactants needed to synthesize the given product. (1) Given the product CC(C)CCNC(=O)c1ccccc1-c1ccccc1CNS(=O)(=O)c1ccc(F)cc1, predict the reactants needed to synthesize it. The reactants are: CC(C)CCNC(=O)c1ccccc1-c1ccccc1CN.O=S(=O)(Cl)c1ccc(F)cc1. (2) Given the product Cc1sc2c(c1C)C(c1ccccc1)=[N+]([O-])Cc1nc(C(=O)N3CCCCC3)nn1-2, predict the reactants needed to synthesize it. The reactants are: C1CCNCC1.Cc1sc2c(c1C)C(c1ccccc1)=[N+]([O-])Cc1nc(C(=O)O)nn1-2.